Dataset: Forward reaction prediction with 1.9M reactions from USPTO patents (1976-2016). Task: Predict the product of the given reaction. (1) Given the reactants [F:1][C:2]1[CH:3]=[C:4]([O:10][CH3:11])[C:5]([O:8][CH3:9])=[CH:6][CH:7]=1.[CH3:12][O:13]C(Cl)Cl, predict the reaction product. The product is: [CH3:11][O:10][C:4]1[C:5]([O:8][CH3:9])=[CH:6][C:7]([CH:12]=[O:13])=[C:2]([F:1])[CH:3]=1. (2) Given the reactants C1(C2[C@H]3CC[C@@H](C=2)C(C2C=CC=CC=2)=C3)C=CC=CC=1.[CH3:21][O:22][C:23]1[CH:24]=[C:25](B2OBOBO2)[CH:26]=[CH:27][CH:28]=1.[CH3:35][CH2:36]/[CH:37]=[C:38](/[CH:40]=[O:41])\[CH3:39].[OH-].[K+], predict the reaction product. The product is: [CH3:21][O:22][C:23]1[CH:24]=[C:25]([CH:37]([CH2:36][CH3:35])[CH:38]([CH3:39])[CH:40]=[O:41])[CH:26]=[CH:27][CH:28]=1. (3) Given the reactants [CH3:1][C:2]1[CH:3]=[C:4]([C:11]([N:13]2C=CN=C2)=O)[CH:5]=[CH:6][C:7]=1[N+:8]([O-:10])=[O:9].C(N1C=CN=C1)([N:20]1C=CN=C1)=O.CC1C([N+]([O-])=O)=C(C=CC=1)C(O)=O.[Li].[CH2:44]([O:47][C:48]1[CH:53]=[CH:52][CH:51]=[CH:50][C:49]=1[C:54](=O)[CH3:55])[CH2:45][CH3:46], predict the reaction product. The product is: [NH:13]=[C:11]([C:4]1[CH:5]=[CH:6][C:7]([N+:8]([O-:10])=[O:9])=[C:2]([CH3:1])[CH:3]=1)/[CH:55]=[C:54](/[C:49]1[CH:50]=[CH:51][CH:52]=[CH:53][C:48]=1[O:47][CH2:44][CH2:45][CH3:46])\[NH2:20]. (4) Given the reactants [CH3:1][C:2]1[CH:11]=[CH:10][C:9]2[C:4](=[C:5]([OH:12])[CH:6]=[CH:7][CH:8]=2)[N:3]=1.N1C(C)=CC=CC=1C.[F:21][C:22]([F:35])([F:34])[S:23](O[S:23]([C:22]([F:35])([F:34])[F:21])(=[O:25])=[O:24])(=[O:25])=[O:24], predict the reaction product. The product is: [F:21][C:22]([F:35])([F:34])[S:23]([O:12][C:5]1[CH:6]=[CH:7][CH:8]=[C:9]2[C:4]=1[N:3]=[C:2]([CH3:1])[CH:11]=[CH:10]2)(=[O:25])=[O:24]. (5) Given the reactants [CH2:1]([C:6]1[CH:7]=[C:8]([C:12]2([C:17]([O:19][CH2:20][CH3:21])=[O:18])OCC[O:13]2)[CH:9]=[CH:10][CH:11]=1)[CH2:2][CH2:3][CH2:4][CH3:5].C(=O)(O)[O-].[Na+], predict the reaction product. The product is: [O:13]=[C:12]([C:8]1[CH:9]=[CH:10][CH:11]=[C:6]([CH2:1][CH2:2][CH2:3][CH2:4][CH3:5])[CH:7]=1)[C:17]([O:19][CH2:20][CH3:21])=[O:18]. (6) Given the reactants [O:1]1[C:6]2[CH:7]=[CH:8][CH:9]=[C:10]([NH2:11])[C:5]=2[O:4][CH2:3][CH2:2]1.Cl[CH2:13][CH2:14][OH:15].CCN(C(C)C)C(C)C.[C:25](OCC)(=[O:27])[CH3:26], predict the reaction product. The product is: [O:1]1[C:6]2[CH:7]=[CH:8][CH:9]=[C:10]([N:11]([CH2:26][CH2:25][OH:27])[CH2:13][CH2:14][OH:15])[C:5]=2[O:4][CH2:3][CH2:2]1. (7) Given the reactants [CH3:1][O:2][C:3]1[CH:11]=[C:10]2[C:6]([C:7]3[CH:15]=[CH:14][N:13]=[C:12]([CH3:16])[C:8]=3[NH:9]2)=[CH:5][CH:4]=1.ClC1C=CC=C(C(OO)=[O:25])C=1.[OH-].[Na+], predict the reaction product. The product is: [N+:13]1([O-:25])[CH:14]=[CH:15][CH:7]=[CH:8][CH:12]=1.[CH3:1][O:2][C:3]1[CH:11]=[C:10]2[C:6]([C:7]3[CH:15]=[CH:14][N:13]=[C:12]([CH3:16])[C:8]=3[NH:9]2)=[CH:5][CH:4]=1. (8) Given the reactants C([O:4][CH2:5][CH:6]1[CH2:14][C:13]2[C:8](=[CH:9][C:10]([N+:19]([O-:21])=[O:20])=[C:11]([NH:15]C(=O)C)[CH:12]=2)[CH2:7]1)(=O)C.Cl, predict the reaction product. The product is: [NH2:15][C:11]1[CH:12]=[C:13]2[C:8](=[CH:9][C:10]=1[N+:19]([O-:21])=[O:20])[CH2:7][CH:6]([CH2:5][OH:4])[CH2:14]2. (9) The product is: [CH2:1]([O:15][C:16]1[O:20][C:19]([C:21]([NH:34][S:31]([C:28]2[CH:29]=[CH:30][C:25]([CH3:24])=[CH:26][CH:27]=2)(=[O:32])=[O:33])=[O:23])=[CH:18][CH:17]=1)[CH2:2][CH2:3][CH2:4][CH2:5][CH2:6][CH2:7][CH2:8][CH2:9][CH2:10][CH2:11][CH2:12][CH2:13][CH3:14]. Given the reactants [CH2:1]([O:15][C:16]1[O:20][C:19]([C:21]([OH:23])=O)=[CH:18][CH:17]=1)[CH2:2][CH2:3][CH2:4][CH2:5][CH2:6][CH2:7][CH2:8][CH2:9][CH2:10][CH2:11][CH2:12][CH2:13][CH3:14].[CH3:24][C:25]1[CH:30]=[CH:29][C:28]([S:31]([NH2:34])(=[O:33])=[O:32])=[CH:27][CH:26]=1, predict the reaction product. (10) Given the reactants [Cl:1][C:2]1[CH:3]=[C:4]([CH:8]=[CH:9][C:10]=1[NH:11][C:12]1[CH2:17][CH2:16][CH2:15][C:14](=[O:18])[C:13]=1[CH3:19])[C:5]([OH:7])=O.[CH3:20][O:21][C:22]1[CH:27]=[CH:26][C:25]([NH2:28])=[CH:24][CH:23]=1, predict the reaction product. The product is: [Cl:1][C:2]1[CH:3]=[C:4]([CH:8]=[CH:9][C:10]=1[NH:11][C:12]1[CH2:17][CH2:16][CH2:15][C:14](=[O:18])[C:13]=1[CH3:19])[C:5]([NH:28][C:25]1[CH:26]=[CH:27][C:22]([O:21][CH3:20])=[CH:23][CH:24]=1)=[O:7].